Dataset: Reaction yield outcomes from USPTO patents with 853,638 reactions. Task: Predict the reaction yield, written as a fraction of the theoretical maximum amount of product (1.0 means a 100% yield; for example, 0.34 means a 34% yield). (1) The reactants are F.F.F.C(N(CC)CC)C.C(N(CC)CC)C.[Si]([O:35][CH2:36][C@H:37]1[O:41][C@@H:40]([N:42]2[CH:49]=[C:48]([CH3:50])[C:46](=[O:47])[NH:45][C:43]2=[O:44])[C@H:39]([O:51][CH2:52][CH2:53][O:54][N:55]([CH3:57])[CH3:56])[C@@H:38]1[OH:58])(C(C)(C)C)(C1C=CC=CC=1)C1C=CC=CC=1.CO. The catalyst is C1COCC1.C(Cl)Cl. The product is [CH3:56][N:55]([CH3:57])[O:54][CH2:53][CH2:52][O:51][C@@H:39]1[C@H:38]([OH:58])[C@@H:37]([CH2:36][OH:35])[O:41][C@H:40]1[N:42]1[CH:49]=[C:48]([CH3:50])[C:46](=[O:47])[NH:45][C:43]1=[O:44]. The yield is 0.925. (2) The reactants are CC1(C)C(C)(C)OB([C:9]2[CH:17]=[CH:16][C:12]([C:13]([OH:15])=O)=[CH:11][CH:10]=2)O1.CCN=C=NCCCN(C)C.[CH3:30][N:31]1[CH2:36][CH2:35][NH:34][CH2:33][CH2:32]1.Br[C:38]1[CH:39]=[C:40]2[C:46]([C:47]3[CH:48]=[C:49]4[C:53](=[CH:54][CH:55]=3)[NH:52][CH:51]=[CH:50]4)=[CH:45][N:44](S(C3C=CC(C)=CC=3)(=O)=O)[C:41]2=[N:42][CH:43]=1. The catalyst is CN(C1C=CN=CC=1)C.CC#N.Cl[Pd](Cl)([P](C1C=CC=CC=1)(C1C=CC=CC=1)C1C=CC=CC=1)[P](C1C=CC=CC=1)(C1C=CC=CC=1)C1C=CC=CC=1. The product is [NH:52]1[C:53]2[C:49](=[CH:48][C:47]([C:46]3[C:40]4[C:41](=[N:42][CH:43]=[C:38]([C:9]5[CH:10]=[CH:11][C:12]([C:13]([N:34]6[CH2:35][CH2:36][N:31]([CH3:30])[CH2:32][CH2:33]6)=[O:15])=[CH:16][CH:17]=5)[CH:39]=4)[NH:44][CH:45]=3)=[CH:55][CH:54]=2)[CH:50]=[CH:51]1. The yield is 0.280.